Task: Predict the product of the given reaction.. Dataset: Forward reaction prediction with 1.9M reactions from USPTO patents (1976-2016) (1) Given the reactants [Br:1][C:2]1[C:7]([N+:8]([O-:10])=[O:9])=[CH:6][CH:5]=[CH:4][C:3]=1[OH:11].[C:12](=O)([O-])[O-].[Cs+].[Cs+].IC.O, predict the reaction product. The product is: [Br:1][C:2]1[C:7]([N+:8]([O-:10])=[O:9])=[CH:6][CH:5]=[CH:4][C:3]=1[O:11][CH3:12]. (2) Given the reactants [NH:1]1[CH2:5][CH2:4][C@H:3]([NH:6][C:7]2[N:16]=[C:15]([N:17]3[CH2:22][CH2:21][N:20]([C:23]([O:25][C:26]([CH3:29])([CH3:28])[CH3:27])=[O:24])[CH2:19][CH2:18]3)[C:14]3[C:9](=[CH:10][CH:11]=[CH:12][CH:13]=3)[N:8]=2)[CH2:2]1.N1C=CC=CC=1.[C:36]1([CH2:42][C:43](Cl)=[O:44])[CH:41]=[CH:40][CH:39]=[CH:38][CH:37]=1.C(=O)([O-])O.[Na+], predict the reaction product. The product is: [C:36]1([CH2:42][C:43]([N:1]2[CH2:5][CH2:4][C@H:3]([NH:6][C:7]3[N:16]=[C:15]([N:17]4[CH2:18][CH2:19][N:20]([C:23]([O:25][C:26]([CH3:29])([CH3:28])[CH3:27])=[O:24])[CH2:21][CH2:22]4)[C:14]4[C:9](=[CH:10][CH:11]=[CH:12][CH:13]=4)[N:8]=3)[CH2:2]2)=[O:44])[CH:41]=[CH:40][CH:39]=[CH:38][CH:37]=1. (3) The product is: [NH2:29][CH2:28][C:27]1[CH:30]=[CH:31][C:24]([C:23]#[N:20])=[CH:25][CH:26]=1. Given the reactants C1(P(C2C=CC=CC=2)C2C=CC=CC=2)C=CC=CC=1.[N:20]([CH2:23][C:24]1[CH:31]=[CH:30][C:27]([C:28]#[N:29])=[CH:26][CH:25]=1)=[N+]=[N-], predict the reaction product. (4) Given the reactants [NH:1]1[C:5]2[CH:6]=[CH:7][CH:8]=[CH:9][C:4]=2[N:3]=[C:2]1[C:10]([OH:12])=O.CN(C(ON1N=NC2C=CC=NC1=2)=[N+](C)C)C.F[P-](F)(F)(F)(F)F.Cl.[OH:38][CH:39]1[CH2:42][NH:41][CH2:40]1.C(N(C(C)C)CC)(C)C.Cl, predict the reaction product. The product is: [NH:3]1[C:4]2[CH:9]=[CH:8][CH:7]=[CH:6][C:5]=2[N:1]=[C:2]1[C:10]([N:41]1[CH2:42][CH:39]([OH:38])[CH2:40]1)=[O:12]. (5) Given the reactants [CH2:1]([CH:3]([CH2:10][CH2:11][CH2:12][CH3:13])[CH2:4][C:5]1[S:6][CH:7]=[CH:8][CH:9]=1)[CH3:2].C([Li])CCC.[CH2:19]([Sn:23](Cl)([CH2:28][CH2:29][CH2:30][CH3:31])[CH2:24][CH2:25][CH2:26][CH3:27])[CH2:20][CH2:21][CH3:22], predict the reaction product. The product is: [CH2:28]([Sn:23]([CH2:19][CH2:20][CH2:21][CH3:22])([CH2:24][CH2:25][CH2:26][CH3:27])[C:7]1[S:6][C:5]([CH2:4][CH:3]([CH2:1][CH3:2])[CH2:10][CH2:11][CH2:12][CH3:13])=[CH:9][CH:8]=1)[CH2:29][CH2:30][CH3:31]. (6) Given the reactants [C:1]([C:3]1[CH:8]=[CH:7][N:6]=[C:5]([O:9][CH2:10][CH:11]2[CH2:16][CH2:15][N:14]([C:17]([O:19][C:20]([CH3:23])([CH3:22])[CH3:21])=[O:18])[CH2:13][CH2:12]2)[CH:4]=1)#N.[H-].C([Al+]CC(C)C)C(C)C.[Cl-].[NH4+].C(C(C(C([O-])=O)O)O)([O-])=[O:37].[Na+].[K+], predict the reaction product. The product is: [CH:1]([C:3]1[CH:8]=[CH:7][N:6]=[C:5]([O:9][CH2:10][CH:11]2[CH2:16][CH2:15][N:14]([C:17]([O:19][C:20]([CH3:23])([CH3:22])[CH3:21])=[O:18])[CH2:13][CH2:12]2)[CH:4]=1)=[O:37]. (7) Given the reactants [C:1]1([C:7]2[O:8][C:9]([C:15]([F:18])([F:17])[F:16])=[C:10]([C:12]([OH:14])=O)[N:11]=2)[CH:6]=[CH:5][CH:4]=[CH:3][CH:2]=1.COCC([N:24]1[CH:29]=[C:28]([NH2:30])[CH:27]=[CH:26][CH:25]1[NH2:31])C.[ClH:32], predict the reaction product. The product is: [ClH:32].[CH3:9][O:8][CH2:7][CH:1]([NH:31][C:25]1[N:24]=[CH:29][C:28]([NH:30][C:12]([C:10]2[N:11]=[C:7]([C:1]3[CH:2]=[CH:3][CH:4]=[CH:5][CH:6]=3)[O:8][C:9]=2[C:15]([F:18])([F:17])[F:16])=[O:14])=[CH:27][CH:26]=1)[CH3:2]. (8) Given the reactants [NH2:1][CH2:2][CH2:3][C:4]1[CH:9]=[CH:8][C:7]([OH:10])=[CH:6][CH:5]=1.C(=O)([O-])[O-].[K+].[K+].[C:17](O[C:17]([O:19][C:20]([CH3:23])([CH3:22])[CH3:21])=[O:18])([O:19][C:20]([CH3:23])([CH3:22])[CH3:21])=[O:18], predict the reaction product. The product is: [OH:10][C:7]1[CH:8]=[CH:9][C:4]([CH2:3][CH2:2][NH:1][C:17](=[O:18])[O:19][C:20]([CH3:23])([CH3:22])[CH3:21])=[CH:5][CH:6]=1. (9) Given the reactants [N:1]1[CH:6]=[CH:5][C:4]([CH:7]=[O:8])=[CH:3][CH:2]=1.[CH3:9]C1C=CC(S(O)(=O)=O)=CC=1.[CH3:20][OH:21], predict the reaction product. The product is: [CH3:20][O:21][CH:7]([O:8][CH3:9])[C:4]1[CH:5]=[CH:6][N:1]=[CH:2][CH:3]=1. (10) Given the reactants [Br:1][C:2]1[CH:3]=[C:4]([C:9]2[O:13][N:12]=[CH:11][C:10]=2[CH2:14][CH2:15][C:16]([OH:18])=[O:17])[CH:5]=[CH:6][C:7]=1[F:8].S(=O)(=O)(O)O.[CH3:24]O, predict the reaction product. The product is: [Br:1][C:2]1[CH:3]=[C:4]([C:9]2[O:13][N:12]=[CH:11][C:10]=2[CH2:14][CH2:15][C:16]([O:18][CH3:24])=[O:17])[CH:5]=[CH:6][C:7]=1[F:8].